This data is from Full USPTO retrosynthesis dataset with 1.9M reactions from patents (1976-2016). The task is: Predict the reactants needed to synthesize the given product. (1) Given the product [NH2:1][C:2]1[C:11]([Br:13])=[C:10]2[C:5]([CH2:6][CH2:7][CH2:8][C:9]2=[O:12])=[CH:4][CH:3]=1, predict the reactants needed to synthesize it. The reactants are: [NH2:1][C:2]1[CH:11]=[C:10]2[C:5]([CH2:6][CH2:7][CH2:8][C:9]2=[O:12])=[CH:4][CH:3]=1.[Br:13]Br. (2) Given the product [NH2:8][C@@:7]1([C:4]2[S:5][CH:6]=[C:2]([Br:1])[N:3]=2)[CH2:15][O:14][C@@H:13]([CH3:16])[CH2:12][C@H:11]1[CH2:10][OH:9], predict the reactants needed to synthesize it. The reactants are: [Br:1][C:2]1[N:3]=[C:4]([C@:7]23[CH2:15][O:14][C@@H:13]([CH3:16])[CH2:12][C@H:11]2[CH2:10][O:9][NH:8]3)[S:5][CH:6]=1.[BH4-].[Na+]. (3) Given the product [ClH:17].[O:14]1[C:11]2[CH2:12][CH2:13][NH:8][CH2:9][C:10]=2[CH:16]=[CH:15]1, predict the reactants needed to synthesize it. The reactants are: C(OC([N:8]1[CH2:13][CH2:12][C:11]2[O:14][CH:15]=[CH:16][C:10]=2[CH2:9]1)=O)(C)(C)C.[ClH:17]. (4) Given the product [ClH:31].[NH:21]1[CH2:20][CH2:19][CH:18]([C:16]2[O:15][N:14]=[C:13]([N:6]3[C:7]4[C:12](=[CH:11][CH:10]=[CH:9][CH:8]=4)[C:4]([CH:2]([CH3:3])[CH3:1])=[N:5]3)[N:17]=2)[CH2:23][CH2:22]1, predict the reactants needed to synthesize it. The reactants are: [CH3:1][CH:2]([C:4]1[C:12]2[C:7](=[CH:8][CH:9]=[CH:10][CH:11]=2)[N:6]([C:13]2[N:17]=[C:16]([CH:18]3[CH2:23][CH2:22][N:21](C(OC(C)(C)C)=O)[CH2:20][CH2:19]3)[O:15][N:14]=2)[N:5]=1)[CH3:3].[ClH:31].O1CCOCC1. (5) Given the product [Br:1][C:2]1[CH:11]=[C:10]2[C:5]([N:6]=[CH:7][C:8]([CH:13]=[CH2:14])=[N:9]2)=[CH:4][CH:3]=1, predict the reactants needed to synthesize it. The reactants are: [Br:1][C:2]1[CH:11]=[C:10]2[C:5]([N:6]=[CH:7][C:8](Cl)=[N:9]2)=[CH:4][CH:3]=1.[CH:13]([B-](F)(F)F)=[CH2:14].[K+].C(Cl)Cl.O.